Dataset: Reaction yield outcomes from USPTO patents with 853,638 reactions. Task: Predict the reaction yield, written as a fraction of the theoretical maximum amount of product (1.0 means a 100% yield; for example, 0.34 means a 34% yield). The reactants are [Li]C(C)(C)C.[CH3:6][Si:7]([CH3:20])([CH3:19])[CH2:8][CH2:9][O:10][CH2:11][O:12][C:13]1[CH:14]=[N:15][CH:16]=[CH:17][CH:18]=1.Cl[Si:22]([CH3:25])([CH3:24])[CH3:23].O. The catalyst is CCOCC. The product is [CH3:23][Si:22]([CH3:25])([CH3:24])[C:18]1[CH:17]=[CH:16][N:15]=[CH:14][C:13]=1[O:12][CH2:11][O:10][CH2:9][CH2:8][Si:7]([CH3:20])([CH3:19])[CH3:6]. The yield is 0.600.